Dataset: Full USPTO retrosynthesis dataset with 1.9M reactions from patents (1976-2016). Task: Predict the reactants needed to synthesize the given product. (1) Given the product [F:44][C:45]1[CH:46]=[CH:47][C:48]([C@@H:51]2[CH2:53][C@:52]2([NH:54][CH2:16][CH2:15][CH2:14][CH2:13][C@H:12]([N:18]([CH3:27])[C:19](=[O:26])[C:20]2[CH:25]=[CH:24][CH:23]=[CH:22][CH:21]=2)[C:11]([N:8]2[CH2:7][CH2:6][N:5]([S:2]([CH3:1])(=[O:4])=[O:3])[CH2:10][CH2:9]2)=[O:28])[CH3:55])=[CH:49][CH:50]=1, predict the reactants needed to synthesize it. The reactants are: [CH3:1][S:2]([N:5]1[CH2:10][CH2:9][N:8]([C:11](=[O:28])[C@@H:12]([N:18]([CH3:27])[C:19](=[O:26])[C:20]2[CH:25]=[CH:24][CH:23]=[CH:22][CH:21]=2)[CH2:13][CH2:14][CH2:15][CH:16]=O)[CH2:7][CH2:6]1)(=[O:4])=[O:3].[BH-](OC(C)=O)(OC(C)=O)OC(C)=O.[Na+].Cl.[F:44][C:45]1[CH:50]=[CH:49][C:48]([C@@H:51]2[CH2:53][C@@:52]2([CH3:55])[NH2:54])=[CH:47][CH:46]=1. (2) Given the product [C:1]([O:5][C:6]([N:8]1[CH2:12][CH2:11][CH2:10][CH:9]1[C:13]1[NH:14][C:15]([C:18]2[CH:19]=[CH:20][C:21]3[C:25]4[CH:26]=[CH:27][C:28]([C:50]5[CH:51]=[CH:52][C:46]6[N:45]=[C:44]([CH:40]7[CH2:41][CH2:42][CH2:43][N:39]7[C:37]([O:36][C:32]([CH3:33])([CH3:34])[CH3:35])=[O:38])[NH:48][C:47]=6[CH:49]=5)=[CH:29][C:24]=4[O:23][C:22]=3[CH:31]=2)=[CH:16][N:17]=1)=[O:7])([CH3:4])([CH3:3])[CH3:2], predict the reactants needed to synthesize it. The reactants are: [C:1]([O:5][C:6]([N:8]1[CH2:12][CH2:11][CH2:10][CH:9]1[C:13]1[NH:14][C:15]([C:18]2[CH:19]=[CH:20][C:21]3[C:25]4[CH:26]=[CH:27][C:28](Br)=[CH:29][C:24]=4[O:23][C:22]=3[CH:31]=2)=[CH:16][N:17]=1)=[O:7])([CH3:4])([CH3:3])[CH3:2].[C:32]([O:36][C:37]([N:39]1[CH2:43][CH2:42][CH2:41][CH:40]1[C:44]1[NH:48][C:47]2[CH:49]=[C:50](B3OC(C)(C)C(C)(C)O3)[CH:51]=[CH:52][C:46]=2[N:45]=1)=[O:38])([CH3:35])([CH3:34])[CH3:33].C(=O)([O-])[O-].[K+].[K+]. (3) Given the product [CH:1]([O:4][C:5]1[CH:10]=[CH:9][C:8]([N+:11]([O-:13])=[O:12])=[CH:7][C:6]=1[N:14]([CH:15]([CH3:17])[CH3:16])[CH3:20])([CH3:3])[CH3:2], predict the reactants needed to synthesize it. The reactants are: [CH:1]([O:4][C:5]1[CH:10]=[CH:9][C:8]([N+:11]([O-:13])=[O:12])=[CH:7][C:6]=1[NH:14][CH:15]([CH3:17])[CH3:16])([CH3:3])[CH3:2].[H-].[Na+].[CH3:20]I. (4) The reactants are: [CH2:1]([O:8][C:9]([NH:11][C@H:12]([CH:16]([CH3:18])[CH3:17])[C:13]([OH:15])=O)=[O:10])[C:2]1[CH:7]=[CH:6][CH:5]=[CH:4][CH:3]=1.[CH3:19][CH2:20][SH:21].C1(N=C=NC2CCCCC2)CCCCC1. Given the product [CH2:20]([S:21][C:13](=[O:15])[C@H:12]([NH:11][C:9]([O:8][CH2:1][C:2]1[CH:3]=[CH:4][CH:5]=[CH:6][CH:7]=1)=[O:10])[CH:16]([CH3:18])[CH3:17])[CH3:19], predict the reactants needed to synthesize it.